Dataset: Full USPTO retrosynthesis dataset with 1.9M reactions from patents (1976-2016). Task: Predict the reactants needed to synthesize the given product. (1) Given the product [NH2:8][C@@H:12]([CH2:13][CH2:14][C:15]1[CH:20]=[CH:19][CH:18]=[C:17]([C:21]([F:24])([F:22])[F:23])[N:16]=1)[CH2:11][OH:10], predict the reactants needed to synthesize it. The reactants are: C(OC([N:8]1[C@@H:12]([CH2:13][CH2:14][C:15]2[CH:20]=[CH:19][CH:18]=[C:17]([C:21]([F:24])([F:23])[F:22])[N:16]=2)[CH2:11][O:10]C1(C)C)=O)(C)(C)C.Cl. (2) Given the product [CH2:25]([C:24]1[CH:23]=[C:22]2[C:17]([CH:18]=[CH:19][NH:20][C:21]2=[O:27])=[CH:16][C:15]=1[O:14][CH:11]1[CH2:12][CH2:13][NH:8][CH2:9][CH2:10]1)[CH3:26], predict the reactants needed to synthesize it. The reactants are: C(OC([N:8]1[CH2:13][CH2:12][CH:11]([O:14][C:15]2[CH:16]=[C:17]3[C:22](=[CH:23][C:24]=2[CH2:25][CH3:26])[C:21](=[O:27])[N:20](CC2C=CC(OC)=CC=2)[CH:19]=[CH:18]3)[CH2:10][CH2:9]1)=O)(C)(C)C.BrC1C=C2C(C=CNC2=O)=CC=1OC1CCNCC1. (3) The reactants are: [OH:1][CH2:2][CH2:3][C:4]1[N:5]([CH2:9][CH2:10][CH2:11][CH2:12][C:13]2[CH:18]=[CH:17][C:16]([OH:19])=[CH:15][CH:14]=2)[CH:6]=[CH:7][N:8]=1.[H-].[Na+].Cl[CH2:23][C:24]1[N:25]=[C:26](/[CH:29]=[CH:30]/[C:31]2[CH:36]=[CH:35][C:34]([CH2:37][CH3:38])=[CH:33][CH:32]=2)[O:27][CH:28]=1.O. Given the product [CH2:37]([C:34]1[CH:35]=[CH:36][C:31](/[CH:30]=[CH:29]/[C:26]2[O:27][CH:28]=[C:24]([CH2:23][O:19][C:16]3[CH:15]=[CH:14][C:13]([CH2:12][CH2:11][CH2:10][CH2:9][N:5]4[CH:6]=[CH:7][N:8]=[C:4]4[CH2:3][CH2:2][OH:1])=[CH:18][CH:17]=3)[N:25]=2)=[CH:32][CH:33]=1)[CH3:38], predict the reactants needed to synthesize it. (4) Given the product [C:2]1([NH:1][C:9]2[CH:17]=[CH:16][CH:15]=[C:14]3[C:10]=2[CH:11]=[CH:12][N:13]3[Si:18]([CH:22]([CH3:24])[CH3:23])([CH:25]([CH3:27])[CH3:26])[CH:19]([CH3:20])[CH3:21])[CH:7]=[CH:6][CH:5]=[CH:4][CH:3]=1, predict the reactants needed to synthesize it. The reactants are: [NH2:1][C:2]1[CH:7]=[CH:6][CH:5]=[CH:4][CH:3]=1.Br[C:9]1[CH:17]=[CH:16][CH:15]=[C:14]2[C:10]=1[CH:11]=[CH:12][N:13]2[Si:18]([CH:25]([CH3:27])[CH3:26])([CH:22]([CH3:24])[CH3:23])[CH:19]([CH3:21])[CH3:20].C([O-])([O-])=O.[K+].[K+]. (5) The reactants are: [NH2:1][C:2]1[N:10]=[C:9]2[N:4]([C:5]([O:13][CH3:14])=[N:6][CH:7]=[C:8]2[O:11][CH3:12])[N:3]=1.[CH3:15][O:16][C:17]1[C:22]([S:23](Cl)(=[O:25])=[O:24])=[C:21]([C:27]([F:30])([F:29])[F:28])[CH:20]=[CH:19][N:18]=1.N1C=C(C)C=C(C)C=1.Cl. Given the product [CH3:14][O:13][C:5]1[N:4]2[N:3]=[C:2]([NH:1][S:23]([C:22]3[C:17]([O:16][CH3:15])=[N:18][CH:19]=[CH:20][C:21]=3[C:27]([F:30])([F:28])[F:29])(=[O:24])=[O:25])[N:10]=[C:9]2[C:8]([O:11][CH3:12])=[CH:7][N:6]=1, predict the reactants needed to synthesize it. (6) Given the product [CH2:39]([O:46][C:47]1[CH:61]=[CH:60][C:50]([CH2:51][N:52]2[C:57]([C:7]3[CH2:13][CH2:12][CH2:11][C:10]4[CH:14]=[C:15]([O:18][CH3:19])[CH:16]=[CH:17][C:9]=4[CH:8]=3)=[CH:56][CH:55]=[CH:54][C:53]2=[O:59])=[CH:49][CH:48]=1)[C:40]1[CH:41]=[CH:42][CH:43]=[CH:44][CH:45]=1, predict the reactants needed to synthesize it. The reactants are: FC(F)(F)S(O[C:7]1[CH2:13][CH2:12][CH2:11][C:10]2[CH:14]=[C:15]([O:18][CH3:19])[CH:16]=[CH:17][C:9]=2[CH:8]=1)(=O)=O.COC1C=CC2C=C([Sn](C)(C)C)CCCC=2C=1.[CH2:39]([O:46][C:47]1[CH:61]=[CH:60][C:50]([CH2:51][N:52]2[C:57](Br)=[CH:56][CH:55]=[CH:54][C:53]2=[O:59])=[CH:49][CH:48]=1)[C:40]1[CH:45]=[CH:44][CH:43]=[CH:42][CH:41]=1. (7) Given the product [F:1][C:2]1[CH:7]=[CH:6][C:5]([C:8]([F:11])([F:10])[F:9])=[CH:4][C:3]=1[NH:12][C:13]([NH:34][C:33]1[CH:32]=[CH:31][C:30]([B:25]2[O:26][C:27]([CH3:29])([CH3:28])[C:23]([CH3:37])([CH3:22])[O:24]2)=[CH:36][CH:35]=1)=[O:14], predict the reactants needed to synthesize it. The reactants are: [F:1][C:2]1[CH:7]=[CH:6][C:5]([C:8]([F:11])([F:10])[F:9])=[CH:4][C:3]=1[N:12]=[C:13]=[O:14].C(N(CC)CC)C.[CH3:22][C:23]1([CH3:37])[C:27]([CH3:29])([CH3:28])[O:26][B:25]([C:30]2[CH:36]=[CH:35][C:33]([NH2:34])=[CH:32][CH:31]=2)[O:24]1.CO. (8) Given the product [CH3:1][C:2]1[C:7]([CH:8]([CH2:13][CH2:14][CH3:15])[C:9]([OH:11])=[O:10])=[C:6]([C:16]2[CH:17]=[C:18]3[C:22](=[CH:23][CH:24]=2)[N:21]([CH3:25])[CH2:20][CH2:19]3)[N:5]=[C:4]([C:26]2[CH:31]=[CH:30][CH:29]=[CH:28][CH:27]=2)[N:3]=1, predict the reactants needed to synthesize it. The reactants are: [CH3:1][C:2]1[C:7]([CH:8]([CH2:13][CH2:14][CH3:15])[C:9]([O:11]C)=[O:10])=[C:6]([C:16]2[CH:17]=[C:18]3[C:22](=[CH:23][CH:24]=2)[N:21]([CH3:25])[CH2:20][CH2:19]3)[N:5]=[C:4]([C:26]2[CH:31]=[CH:30][CH:29]=[CH:28][CH:27]=2)[N:3]=1.[OH-].[Na+].